From a dataset of NCI-60 drug combinations with 297,098 pairs across 59 cell lines. Regression. Given two drug SMILES strings and cell line genomic features, predict the synergy score measuring deviation from expected non-interaction effect. Drug 1: C1CN(CCN1C(=O)CCBr)C(=O)CCBr. Drug 2: CC12CCC3C(C1CCC2OP(=O)(O)O)CCC4=C3C=CC(=C4)OC(=O)N(CCCl)CCCl.[Na+]. Cell line: HT29. Synergy scores: CSS=19.1, Synergy_ZIP=-5.11, Synergy_Bliss=-0.109, Synergy_Loewe=-0.938, Synergy_HSA=0.780.